From a dataset of Forward reaction prediction with 1.9M reactions from USPTO patents (1976-2016). Predict the product of the given reaction. Given the reactants [NH2:1][C:2]1[C:7]2[C:8]([CH2:11][O:12][C:13]3[CH:18]=[CH:17][C:16]([Br:19])=[CH:15][CH:14]=3)=[CH:9][S:10][C:6]=2[C:5]([C:20](O)=[O:21])=[CH:4][N:3]=1.O.ON1C2C=CC=CC=2N=N1.C(N=C=NC(C)C)(C)C.[CH3:43][C:44]1([CH3:55])[O:48][CH:47]([CH2:49][O:50][CH2:51][CH2:52][CH2:53][NH2:54])[CH2:46][O:45]1, predict the reaction product. The product is: [CH3:43][C:44]1([CH3:55])[O:48][CH:47]([CH2:49][O:50][CH2:51][CH2:52][CH2:53][NH:54][C:20]([C:5]2[C:6]3[S:10][CH:9]=[C:8]([CH2:11][O:12][C:13]4[CH:18]=[CH:17][C:16]([Br:19])=[CH:15][CH:14]=4)[C:7]=3[C:2]([NH2:1])=[N:3][CH:4]=2)=[O:21])[CH2:46][O:45]1.